Dataset: Catalyst prediction with 721,799 reactions and 888 catalyst types from USPTO. Task: Predict which catalyst facilitates the given reaction. (1) Reactant: C[O:2][C:3](=[O:32])[CH2:4][O:5][CH2:6][C:7]1[CH:12]=[CH:11][CH:10]=[C:9]([S:13]([N:16]2[CH2:21][CH2:20][N:19]([C:22]3[CH:27]=[CH:26][C:25]([C:28]([F:31])([F:30])[F:29])=[CH:24][CH:23]=3)[CH2:18][CH2:17]2)(=[O:15])=[O:14])[CH:8]=1.[Li+].[OH-]. Product: [F:31][C:28]([F:29])([F:30])[C:25]1[CH:26]=[CH:27][C:22]([N:19]2[CH2:20][CH2:21][N:16]([S:13]([C:9]3[CH:8]=[C:7]([CH:12]=[CH:11][CH:10]=3)[CH2:6][O:5][CH2:4][C:3]([OH:32])=[O:2])(=[O:15])=[O:14])[CH2:17][CH2:18]2)=[CH:23][CH:24]=1. The catalyst class is: 36. (2) Reactant: [CH3:1][CH:2]1[CH2:7][CH:6]([C:8]2[N:13]3[N:14]=[C:15]4[N:20]=[CH:19][CH:18]=[C:17]([C:21]5[CH:26]=[CH:25][CH:24]=[CH:23][CH:22]=5)[C:16]4=[C:12]3[NH:11][C:10](=[O:27])[CH:9]=2)[CH2:5][CH2:4][N:3]1C(OC(C)(C)C)=O.[ClH:35]. Product: [ClH:35].[CH3:1][C@H:2]1[CH2:7][C@H:6]([C:8]2[N:13]3[N:14]=[C:15]4[N:20]=[CH:19][CH:18]=[C:17]([C:21]5[CH:26]=[CH:25][CH:24]=[CH:23][CH:22]=5)[C:16]4=[C:12]3[NH:11][C:10](=[O:27])[CH:9]=2)[CH2:5][CH2:4][NH:3]1. The catalyst class is: 71. (3) Reactant: C(OC(=O)[NH:7][C:8]1[CH:13]=[C:12]([C:14]([F:17])([F:16])[F:15])[C:11]([Cl:18])=[CH:10][C:9]=1[NH:19][C:20](=[O:38])[CH2:21][C:22]([C:24]1[CH:29]=[CH:28][CH:27]=[C:26]([C:30]2[CH:35]=[C:34]([CH3:36])[N:33]=[C:32]([CH3:37])[CH:31]=2)[CH:25]=1)=O)(C)(C)C.C(O)(C(F)(F)F)=O. Product: [Cl:18][C:11]1[C:12]([C:14]([F:17])([F:15])[F:16])=[CH:13][C:8]2[N:7]=[C:22]([C:24]3[CH:29]=[CH:28][CH:27]=[C:26]([C:30]4[CH:35]=[C:34]([CH3:36])[N:33]=[C:32]([CH3:37])[CH:31]=4)[CH:25]=3)[CH2:21][C:20](=[O:38])[NH:19][C:9]=2[CH:10]=1. The catalyst class is: 2. (4) Reactant: [CH3:1][C:2]1([CH3:35])[CH2:10][C@H:9]([NH:11][C:12]2[C:17]([F:18])=[CH:16][N:15]=[C:14]([NH:19][C:20]3[C:21]([F:34])=[CH:22][C:23](Br)=[C:24]([N:26]4[C:30](=[O:31])[N:29]([CH3:32])[N:28]=[N:27]4)[CH:25]=3)[N:13]=2)[CH2:8][C@H:7]2[N:3]1[CH2:4][CH2:5][CH2:6]2.[Cu][C:37]#[N:38].[Cu](C#N)C#N.C(OCC)(=O)C. Product: [CH3:1][C:2]1([CH3:35])[CH2:10][C@H:9]([NH:11][C:12]2[C:17]([F:18])=[CH:16][N:15]=[C:14]([NH:19][C:20]3[C:21]([F:34])=[CH:22][C:23]([C:37]#[N:38])=[C:24]([N:26]4[C:30](=[O:31])[N:29]([CH3:32])[N:28]=[N:27]4)[CH:25]=3)[N:13]=2)[CH2:8][C@H:7]2[N:3]1[CH2:4][CH2:5][CH2:6]2. The catalyst class is: 9. (5) Product: [F:6][C:7]1[CH:8]=[CH:9][C:10]([N:13]2[C:35](=[O:38])[CH2:36][CH2:37][N:15]3[N:16]=[C:17](/[CH:19]=[CH:20]/[C:21]4[CH:26]=[CH:25][C:24]([N:27]5[CH:31]=[C:30]([CH3:32])[N:29]=[CH:28]5)=[C:23]([O:33][CH3:34])[CH:22]=4)[N:18]=[C:14]23)=[CH:11][CH:12]=1. Reactant: CN(C=O)C.[F:6][C:7]1[CH:12]=[CH:11][C:10]([NH:13][C:14]2[NH:18][C:17](/[CH:19]=[CH:20]/[C:21]3[CH:26]=[CH:25][C:24]([N:27]4[CH:31]=[C:30]([CH3:32])[N:29]=[CH:28]4)=[C:23]([O:33][CH3:34])[CH:22]=3)=[N:16][N:15]=2)=[CH:9][CH:8]=1.[C:35](Cl)(=[O:38])[CH:36]=[CH2:37]. The catalyst class is: 13. (6) Reactant: C[O:2][C:3]([C:5]12[CH2:14][CH:9]3[CH2:10][CH:11]([CH2:13][CH:7]([CH:8]3[NH:15][C:16]([C:18]3([NH:24][S:25]([C:28]4[CH:33]=[CH:32][CH:31]=[CH:30][C:29]=4[Br:34])(=[O:27])=[O:26])[CH2:23][CH2:22][CH2:21][CH2:20][CH2:19]3)=[O:17])[CH2:6]1)[CH2:12]2)=[O:4].O1CCCC1.CO.[OH-].[Li+]. Product: [Br:34][C:29]1[CH:30]=[CH:31][CH:32]=[CH:33][C:28]=1[S:25]([NH:24][C:18]1([C:16]([NH:15][CH:8]2[CH:7]3[CH2:6][C:5]4([C:3]([OH:4])=[O:2])[CH2:12][CH:11]([CH2:10][CH:9]2[CH2:14]4)[CH2:13]3)=[O:17])[CH2:19][CH2:20][CH2:21][CH2:22][CH2:23]1)(=[O:27])=[O:26]. The catalyst class is: 6. (7) Product: [Br:12][C:9]1[C:8]([O:10][CH3:11])=[CH:7][C:5]([NH2:6])=[CH:4][C:3]=1[O:2][CH3:1]. The catalyst class is: 2. Reactant: [CH3:1][O:2][C:3]1[CH:4]=[C:5]([CH:7]=[C:8]([O:10][CH3:11])[CH:9]=1)[NH2:6].[Br-:12].[Br-].[Br-].C([N+](CCCC)(CCCC)CCCC)CCC.C([N+](CCCC)(CCCC)CCCC)CCC.C([N+](CCCC)(CCCC)CCCC)CCC. (8) Product: [N:1]1[C:10]2[C:5](=[CH:6][CH:7]=[CH:8][CH:9]=2)[CH:4]=[CH:3][C:2]=1[CH2:11][O:12][C:13]1[CH:14]=[C:15]([CH:28]=[CH:29][CH:30]=1)[O:16][CH2:17][C:18]1[CH:19]=[C:20]([CH:25]=[CH:26][CH:27]=1)[C:21]([OH:23])=[O:22]. The catalyst class is: 1. Reactant: [N:1]1[C:10]2[C:5](=[CH:6][CH:7]=[CH:8][CH:9]=2)[CH:4]=[CH:3][C:2]=1[CH2:11][O:12][C:13]1[CH:14]=[C:15]([CH:28]=[CH:29][CH:30]=1)[O:16][CH2:17][C:18]1[CH:19]=[C:20]([CH:25]=[CH:26][CH:27]=1)[C:21]([O:23]C)=[O:22].[OH-].[Na+].Cl. (9) Reactant: [OH:1][C@H:2]([CH2:6][C:7]1[CH:12]=[CH:11][CH:10]=[CH:9][CH:8]=1)[C:3]([OH:5])=[O:4].[H-].[Na+].Cl[C:16]1[C:17]2[C:24]([I:25])=[C:23]([CH2:26][CH3:27])[S:22][C:18]=2[N:19]=[CH:20][N:21]=1.[OH-].[Na+]. Product: [CH2:26]([C:23]1[S:22][C:18]2[N:19]=[CH:20][N:21]=[C:16]([O:1][CH:2]([CH2:6][C:7]3[CH:12]=[CH:11][CH:10]=[CH:9][CH:8]=3)[C:3]([OH:5])=[O:4])[C:17]=2[C:24]=1[I:25])[CH3:27]. The catalyst class is: 18. (10) Reactant: [CH3:1][S:2]([NH2:5])(=[O:4])=[O:3].[H-].[Na+].[CH3:8][C:9]1([CH3:36])[CH2:18][C:17]2[C:12](=[CH:13][CH:14]=[C:15]([C:19](O)=[O:20])[CH:16]=2)[NH:11][CH:10]1[C:22]1[CH:27]=[CH:26][CH:25]=[C:24]([NH:28][C:29]([CH3:35])([C:31](=[O:34])[NH:32][CH3:33])[CH3:30])[CH:23]=1.C(N1C=CN=C1)(N1C=CN=C1)=O. Product: [CH3:1][S:2]([NH:5][C:19]([C:15]1[CH:16]=[C:17]2[C:12](=[CH:13][CH:14]=1)[NH:11][CH:10]([C:22]1[CH:23]=[C:24]([NH:28][C:29]([CH3:35])([CH3:30])[C:31]([NH:32][CH3:33])=[O:34])[CH:25]=[CH:26][CH:27]=1)[C:9]([CH3:36])([CH3:8])[CH2:18]2)=[O:20])(=[O:4])=[O:3]. The catalyst class is: 9.